From a dataset of Acute oral toxicity (LD50) regression data from Zhu et al.. Regression/Classification. Given a drug SMILES string, predict its toxicity properties. Task type varies by dataset: regression for continuous values (e.g., LD50, hERG inhibition percentage) or binary classification for toxic/non-toxic outcomes (e.g., AMES mutagenicity, cardiotoxicity, hepatotoxicity). Dataset: ld50_zhu. (1) The rat oral LD50 is 1.92, given as -log10 of the dose in mol/kg body weight (higher means more acutely toxic). The molecule is C=CC(=O)NC(OC)C(=O)OC. (2) The compound is CC(=O)N(C)C(=O)Oc1cc(C)c(C)cc1Cl. The rat oral LD50 is 1.81, given as -log10 of the dose in mol/kg body weight (higher means more acutely toxic). (3) The molecule is CCCCCCC(C)=CC#N. The rat oral LD50 is 1.94, given as -log10 of the dose in mol/kg body weight (higher means more acutely toxic). (4) The drug is Cn1c(=O)n(-c2ccccc2)c2nc(Cl)ccc21. The rat oral LD50 is 2.17, given as -log10 of the dose in mol/kg body weight (higher means more acutely toxic). (5) The compound is CC=CC=CC(=O)O. The rat oral LD50 is 1.18, given as -log10 of the dose in mol/kg body weight (higher means more acutely toxic). (6) The drug is CC(C)(Oc1ccc(Cl)cc1)C(=O)OCCCOC(=O)C(C)(C)Oc1ccc(Cl)cc1. The rat oral LD50 is 1.81, given as -log10 of the dose in mol/kg body weight (higher means more acutely toxic).